Dataset: Cav3 T-type calcium channel HTS with 100,875 compounds. Task: Binary Classification. Given a drug SMILES string, predict its activity (active/inactive) in a high-throughput screening assay against a specified biological target. (1) The compound is O=C(NC1CCCC1)C1(N(C(=O)CC2NC(=O)NC2=O)c2ccccc2)CCCCC1. The result is 0 (inactive). (2) The molecule is S(c1n(CC)c(nn1)c1ccncc1)Cc1ccc(cc1)C(=O)Nc1cc(cc(c1)C)C. The result is 0 (inactive). (3) The molecule is P(OCCC)(OCCC)(=O)C(Nc1cc(ccc1)C(F)(F)F)c1ccc(cc1)C. The result is 0 (inactive). (4) The molecule is O(c1ccc(N2Cc3c(C2)cccc3)cc1)CC. The result is 0 (inactive). (5) The molecule is Fc1cc(C(=O)Nc2c(n(n(c2=O)c2ccccc2)C)C)ccc1. The result is 0 (inactive). (6) The molecule is S(c1n(c2c(n(c(=O)n(c2=O)C)C)n1)CC)CC(=O)Nc1c(N2CCCCC2)cccc1. The result is 0 (inactive). (7) The drug is O(CC(C)C)c1c(OC)cc(cc1)C(=O)Nc1oc(nn1)c1ccc(OCC)cc1. The result is 1 (active).